Dataset: Forward reaction prediction with 1.9M reactions from USPTO patents (1976-2016). Task: Predict the product of the given reaction. Given the reactants FC(F)(F)S(O[C:7]1[C:12]([O:13][CH3:14])=[CH:11][C:10]([CH:15]=[O:16])=[CH:9][C:8]=1[O:17][CH3:18])(=O)=O.[CH2:21]([NH2:28])[C:22]1[CH:27]=[CH:26][CH:25]=[CH:24][CH:23]=1.C(=O)([O-])[O-].[Cs+].[Cs+], predict the reaction product. The product is: [CH2:21]([NH:28][C:7]1[C:8]([O:17][CH3:18])=[CH:9][C:10]([CH:15]=[O:16])=[CH:11][C:12]=1[O:13][CH3:14])[C:22]1[CH:27]=[CH:26][CH:25]=[CH:24][CH:23]=1.